From a dataset of Reaction yield outcomes from USPTO patents with 853,638 reactions. Predict the reaction yield, written as a fraction of the theoretical maximum amount of product (1.0 means a 100% yield; for example, 0.34 means a 34% yield). (1) The reactants are [CH3:1][O:2][C:3]1[CH:4]=[C:5]([SH:9])[CH:6]=[CH:7][CH:8]=1.[C:10](Cl)(=[O:14])[C:11](Cl)=[O:12].[Cl-].[Al+3].[Cl-].[Cl-]. The catalyst is CCOCC. The product is [CH3:1][O:2][C:3]1[CH:8]=[CH:7][C:6]2[C:10](=[O:14])[C:11](=[O:12])[S:9][C:5]=2[CH:4]=1. The yield is 0.470. (2) The reactants are Br[C:2]1[CH:3]=[N:4][CH:5]=[C:6]([C:8]#[C:9][CH3:10])[CH:7]=1.[B:11](OC(C)C)([O:16]C(C)C)[O:12]C(C)C.[Li]CCCC.Cl. The catalyst is C1(C)C=CC=CC=1. The product is [C:8]([C:6]1[CH:7]=[C:2]([B:11]([OH:16])[OH:12])[CH:3]=[N:4][CH:5]=1)#[C:9][CH3:10]. The yield is 0.870. (3) The reactants are [F:1][C:2]([F:7])([F:6])[C:3]([CH3:5])=O.[Cl:8][C:9]1[C:10](=[N:15][NH2:16])[NH:11][CH:12]=[CH:13][CH:14]=1. No catalyst specified. The product is [F:1][C:2]([F:7])([F:6])[C:3](=[N:16][N:15]=[C:10]1[C:9]([Cl:8])=[CH:14][CH:13]=[CH:12][NH:11]1)[CH3:5]. The yield is 0.660. (4) The reactants are Br[C:2]1[CH:3]=[C:4]([CH2:15][C:16]([O-:18])=[O:17])[CH:5]=[C:6]([Cl:14])[C:7]=1[O:8][CH2:9][C:10]([F:13])([F:12])[F:11].[F:19][C:20]([F:31])([F:30])[C:21]1[CH:26]=[CH:25][C:24](B(O)O)=[CH:23][CH:22]=1.[F-].[Cs+].CO[CH2:36][CH2:37]OC. The catalyst is C1C=CC([P]([Pd]([P](C2C=CC=CC=2)(C2C=CC=CC=2)C2C=CC=CC=2)([P](C2C=CC=CC=2)(C2C=CC=CC=2)C2C=CC=CC=2)[P](C2C=CC=CC=2)(C2C=CC=CC=2)C2C=CC=CC=2)(C2C=CC=CC=2)C2C=CC=CC=2)=CC=1. The product is [Cl:14][C:6]1[CH:5]=[C:4]([CH2:15][C:16]([O:18][CH2:36][CH3:37])=[O:17])[CH:3]=[C:2]([C:24]2[CH:25]=[CH:26][C:21]([C:20]([F:31])([F:30])[F:19])=[CH:22][CH:23]=2)[C:7]=1[O:8][CH2:9][C:10]([F:13])([F:12])[F:11]. The yield is 0.736.